Dataset: Reaction yield outcomes from USPTO patents with 853,638 reactions. Task: Predict the reaction yield, written as a fraction of the theoretical maximum amount of product (1.0 means a 100% yield; for example, 0.34 means a 34% yield). (1) The reactants are [Br:1][C:2]1[C:3]([F:23])=[C:4]([CH:20]=[CH:21][CH:22]=1)[O:5][C:6]1[CH2:10][N:9]([C@@H:11]([CH2:15][CH:16]([CH3:18])[CH3:17])[C:12]([OH:14])=O)[C:8](=[O:19])[CH:7]=1.[CH3:24][C:25]1([CH3:37])[O:29][C@H:28]([CH2:30][N:31]2[CH:35]=[CH:34][C:33]([NH2:36])=[N:32]2)[CH2:27][O:26]1.F[P-](F)(F)(F)(F)F.N1(O[P+](N(C)C)(N(C)C)N(C)C)C2C=CC=CC=2N=N1.C(N(CC)CC)C. The yield is 0.550. The product is [CH3:24][C:25]1([CH3:37])[O:29][C@H:28]([CH2:30][N:31]2[CH:35]=[CH:34][C:33]([NH:36][C:12](=[O:14])[C@@H:11]([N:9]3[CH2:10][C:6]([O:5][C:4]4[CH:20]=[CH:21][CH:22]=[C:2]([Br:1])[C:3]=4[F:23])=[CH:7][C:8]3=[O:19])[CH2:15][CH:16]([CH3:18])[CH3:17])=[N:32]2)[CH2:27][O:26]1. The catalyst is CN(C)C=O. (2) The reactants are N([O-])=O.[Na+].[CH3:5][O:6][C:7]([C:9]1[CH:14]=[CH:13][C:12]([C:15]2[CH:20]=[CH:19][C:18]([O:21][CH3:22])=[CH:17][C:16]=2N)=[CH:11][CH:10]=1)=[O:8].[BrH:24]. The catalyst is CS(C)=O.C(=O)([O-])[O-].[K+].[K+].O. The product is [CH3:5][O:6][C:7]([C:9]1[CH:14]=[CH:13][C:12]([C:15]2[CH:20]=[CH:19][C:18]([O:21][CH3:22])=[CH:17][C:16]=2[Br:24])=[CH:11][CH:10]=1)=[O:8]. The yield is 0.310. (3) The reactants are [CH2:1]1[C:9]2[C:4](=[CH:5][CH:6]=[CH:7][CH:8]=2)[CH:3]=[CH:2]1.C([Li])CCC.Cl[CH2:16][C:17]1[CH:22]=[CH:21][CH:20]=[CH:19][C:18]=1[F:23].O. The catalyst is C(OCC)C. The product is [F:23][C:18]1[CH:19]=[CH:20][CH:21]=[CH:22][C:17]=1[CH2:16][CH:1]1[C:9]2[C:4](=[CH:5][CH:6]=[CH:7][CH:8]=2)[CH:3]=[CH:2]1. The yield is 0.820. (4) The reactants are O[CH2:2][C:3]1[CH:16]=[N:15][C:6]2[C:7]3[N:8]([CH:12]=[CH:13][CH:14]=3)[C:9](=[O:11])[NH:10][C:5]=2[CH:4]=1.[F:17][C:18]1[CH:19]=[C:20]([CH:25]=[CH:26][C:27]=1[N:28]1[CH2:33][CH2:32][NH:31][CH2:30][CH2:29]1)[C:21]([NH:23][CH3:24])=[O:22].[I-].C(C[P+](C)(C)C)#N.C(N(C(C)C)C(C)C)C. The catalyst is C(#N)CC. The product is [F:17][C:18]1[CH:19]=[C:20]([CH:25]=[CH:26][C:27]=1[N:28]1[CH2:29][CH2:30][N:31]([CH2:2][C:3]2[CH:16]=[N:15][C:6]3[C:7]4[N:8]([CH:12]=[CH:13][CH:14]=4)[C:9](=[O:11])[NH:10][C:5]=3[CH:4]=2)[CH2:32][CH2:33]1)[C:21]([NH:23][CH3:24])=[O:22]. The yield is 0.800. (5) The reactants are C([O:3][C:4]([C@@H:6]1[CH2:15][C@H:14]2[C@@H:9]([CH2:10][CH2:11][C@H:12]([O:16][C:17]3[CH:22]=[C:21]([N:23]4[CH:27]=[CH:26][CH:25]=[N:24]4)[CH:20]=[CH:19][C:18]=3[C:28]3[N:29]=[N:30][NH:31][N:32]=3)[CH2:13]2)[CH2:8][N:7]1[C:33]([O:35][C:36]([CH3:39])([CH3:38])[CH3:37])=[O:34])=[O:5])C.[OH-].[Na+]. The catalyst is CO. The product is [C:36]([O:35][C:33]([N:7]1[C@H:6]([C:4]([OH:5])=[O:3])[CH2:15][C@H:14]2[C@@H:9]([CH2:10][CH2:11][C@H:12]([O:16][C:17]3[CH:22]=[C:21]([N:23]4[CH:27]=[CH:26][CH:25]=[N:24]4)[CH:20]=[CH:19][C:18]=3[C:28]3[N:29]=[N:30][NH:31][N:32]=3)[CH2:13]2)[CH2:8]1)=[O:34])([CH3:39])([CH3:37])[CH3:38]. The yield is 0.328. (6) The reactants are Br[CH2:2][C:3]([C:5]1[CH:6]=[N:7][N:8]([C:11]2[CH:16]=[CH:15][CH:14]=[CH:13][CH:12]=2)[C:9]=1[CH3:10])=[O:4].[CH3:17][O:18][C:19](=[O:28])[C:20]1[CH:25]=[CH:24][C:23]([CH3:26])=[C:22]([NH2:27])[CH:21]=1. The catalyst is CCO. The product is [CH3:17][O:18][C:19](=[O:28])[C:20]1[CH:25]=[CH:24][C:23]([CH3:26])=[C:22]([NH:27][CH2:2][C:3]([C:5]2[CH:6]=[N:7][N:8]([C:11]3[CH:16]=[CH:15][CH:14]=[CH:13][CH:12]=3)[C:9]=2[CH3:10])=[O:4])[CH:21]=1. The yield is 0.520. (7) The reactants are [F:1][C:2]1[CH:7]=[CH:6][C:5]([C:8]2[N:12]([S:13]([C:16]3[CH:21]=[CH:20][C:19]([C:22]([F:25])([F:24])[F:23])=[CH:18][CH:17]=3)(=[O:15])=[O:14])[CH:11]=[C:10]([CH:26]=O)[CH:9]=2)=[CH:4][CH:3]=1.[Cl-].C[NH3+].[C:31]([BH3-])#[N:32].[Na+]. The catalyst is CO. The product is [F:1][C:2]1[CH:7]=[CH:6][C:5]([C:8]2[N:12]([S:13]([C:16]3[CH:21]=[CH:20][C:19]([C:22]([F:25])([F:24])[F:23])=[CH:18][CH:17]=3)(=[O:15])=[O:14])[CH:11]=[C:10]([CH2:26][NH:32][CH3:31])[CH:9]=2)=[CH:4][CH:3]=1. The yield is 0.680. (8) The reactants are ClC1C(Cl)=CC=CC=1C([N:11]1[CH2:20][CH2:19][C:18]2[C:17]([N:21]3[CH:25]=[CH:24][CH:23]=[N:22]3)=[N:16][CH:15]=[N:14][C:13]=2[CH2:12]1)=O.C(O)(C(F)(F)F)=O. The catalyst is C(Cl)Cl. The product is [N:21]1([C:17]2[C:18]3[CH2:19][CH2:20][NH:11][CH2:12][C:13]=3[N:14]=[CH:15][N:16]=2)[CH:25]=[CH:24][CH:23]=[N:22]1. The yield is 0.970. (9) The reactants are [C:1]([C:3]1[CH:4]=[C:5]([S:10](Cl)(=[O:12])=[O:11])[CH:6]=[CH:7][C:8]=1[F:9])#[N:2].[NH2:14][C:15]1[S:16][CH:17]=[CH:18][N:19]=1.N1C=CC=CC=1. The catalyst is ClCCl. The product is [C:1]([C:3]1[CH:4]=[C:5]([S:10]([NH:14][C:15]2[S:16][CH:17]=[CH:18][N:19]=2)(=[O:12])=[O:11])[CH:6]=[CH:7][C:8]=1[F:9])#[N:2]. The yield is 0.600.